The task is: Predict the product of the given reaction.. This data is from Forward reaction prediction with 1.9M reactions from USPTO patents (1976-2016). (1) Given the reactants C([O:4][C:5]1[C:10]([CH3:11])=[CH:9][C:8]([C:12]2[CH:16]=[C:15]([O:17][CH3:18])[N:14]([CH3:19])[N:13]=2)=[C:7]([CH3:20])[CH:6]=1)(C)C.CN1C(OC)=C(C)C(C2C=CC(OC(C)C)=C(C)C=2)=N1, predict the reaction product. The product is: [CH3:18][O:17][C:15]1[N:14]([CH3:19])[N:13]=[C:12]([C:8]2[C:7]([CH3:20])=[CH:6][C:5]([OH:4])=[C:10]([CH3:11])[CH:9]=2)[CH:16]=1. (2) Given the reactants [NH:1]1[CH2:5][CH2:4][CH2:3][CH2:2]1.C(N(CC)C(C)C)(C)C.Cl[S:16]([C:19]1[CH:20]=[C:21]([C:25]2[C:34]([CH3:36])([CH3:35])[CH2:33][C:32]3[C:27](=[CH:28][CH:29]=[C:30]([C:37]([O:39][CH3:40])=[O:38])[CH:31]=3)[N:26]=2)[CH:22]=[CH:23][CH:24]=1)(=[O:18])=[O:17], predict the reaction product. The product is: [CH3:35][C:34]1([CH3:36])[CH2:33][C:32]2[C:27](=[CH:28][CH:29]=[C:30]([C:37]([O:39][CH3:40])=[O:38])[CH:31]=2)[N:26]=[C:25]1[C:21]1[CH:22]=[CH:23][CH:24]=[C:19]([S:16]([N:1]2[CH2:5][CH2:4][CH2:3][CH2:2]2)(=[O:18])=[O:17])[CH:20]=1. (3) Given the reactants C1(P(C2C=CC=CC=2)C2C=CC=CC=2)C=CC=CC=1.[Br:20]Br.[Cl:22][C:23]1[CH:28]=[CH:27][C:26]([CH2:29][CH2:30][CH2:31]O)=[CH:25][CH:24]=1, predict the reaction product. The product is: [Br:20][CH2:31][CH2:30][CH2:29][C:26]1[CH:27]=[CH:28][C:23]([Cl:22])=[CH:24][CH:25]=1. (4) Given the reactants Cl[C:2]1[N:7]=[CH:6][C:5]([S:8]([C:11]2[N:15]([C:16]3[CH:21]=[CH:20][CH:19]=[C:18]([F:22])[C:17]=3[F:23])[N:14]=[C:13]([CH2:24][N:25]([CH3:33])[C:26](=[O:32])[O:27][C:28]([CH3:31])([CH3:30])[CH3:29])[CH:12]=2)(=[O:10])=[O:9])=[CH:4][CH:3]=1.[C:34](=O)([O-])[O-].[K+].[K+].CB(O)O, predict the reaction product. The product is: [CH3:34][C:2]1[N:7]=[CH:6][C:5]([S:8]([C:11]2[N:15]([C:16]3[CH:21]=[CH:20][CH:19]=[C:18]([F:22])[C:17]=3[F:23])[N:14]=[C:13]([CH2:24][N:25]([CH3:33])[C:26](=[O:32])[O:27][C:28]([CH3:29])([CH3:30])[CH3:31])[CH:12]=2)(=[O:10])=[O:9])=[CH:4][CH:3]=1. (5) The product is: [N:49]1[NH:50][C:51]([C:54]2[CH:55]=[C:56]([NH:60][C:22]([C:17]3[C:18](=[O:21])[O:19][C:20]4[C:15]([CH:16]=3)=[CH:14][CH:13]=[CH:12][C:11]=4[OH:10])=[O:24])[CH:57]=[CH:58][CH:59]=2)=[CH:52][CH:53]=1. Given the reactants CCN(C(C)C)C(C)C.[OH:10][C:11]1[CH:12]=[CH:13][CH:14]=[C:15]2[C:20]=1[O:19][C:18](=[O:21])[C:17]([C:22]([OH:24])=O)=[CH:16]2.CN(C(ON1N=NC2C=CC=NC1=2)=[N+](C)C)C.F[P-](F)(F)(F)(F)F.[N:49]1[NH:50][C:51]([C:54]2[CH:55]=[C:56]([NH2:60])[CH:57]=[CH:58][CH:59]=2)=[CH:52][CH:53]=1, predict the reaction product. (6) Given the reactants [C:1]([O:5][C:6](=[O:36])[NH:7][C:8]1([C:12]2[CH:17]=[CH:16][C:15]([C:18]3[C:27]([C:28]4[CH:33]=[CH:32][CH:31]=[CH:30][CH:29]=4)=[CH:26][C:25]4[C:24](=[N:34][NH2:35])[NH:23][CH2:22][CH2:21][C:20]=4[N:19]=3)=[CH:14][CH:13]=2)[CH2:11][CH2:10][CH2:9]1)([CH3:4])([CH3:3])[CH3:2].[CH:37](OCC)(OCC)OCC, predict the reaction product. The product is: [C:1]([O:5][C:6](=[O:36])[NH:7][C:8]1([C:12]2[CH:13]=[CH:14][C:15]([C:18]3[C:27]([C:28]4[CH:29]=[CH:30][CH:31]=[CH:32][CH:33]=4)=[CH:26][C:25]4[C:24]5=[N:34][N:35]=[CH:37][N:23]5[CH2:22][CH2:21][C:20]=4[N:19]=3)=[CH:16][CH:17]=2)[CH2:11][CH2:10][CH2:9]1)([CH3:4])([CH3:2])[CH3:3].